The task is: Predict the product of the given reaction.. This data is from Forward reaction prediction with 1.9M reactions from USPTO patents (1976-2016). Given the reactants I[C:2]1[CH:6]=[C:5]([CH:7]2[CH:12]3[CH:8]2[CH2:9][CH2:10][CH:11]3[OH:13])[N:4]([CH:14]([CH3:16])[CH3:15])[N:3]=1.CC1(C)C(C)(C)OB([C:25]2[CH:26]=[C:27]([C:32]([F:35])([F:34])[F:33])[C:28]([NH2:31])=[N:29][CH:30]=2)O1.C(=O)([O-])[O-].[Cs+].[Cs+], predict the reaction product. The product is: [NH2:31][C:28]1[N:29]=[CH:30][C:25]([C:2]2[CH:6]=[C:5]([CH:7]3[CH:12]4[CH:8]3[CH2:9][CH2:10][CH:11]4[OH:13])[N:4]([CH:14]([CH3:16])[CH3:15])[N:3]=2)=[CH:26][C:27]=1[C:32]([F:35])([F:33])[F:34].